Dataset: Catalyst prediction with 721,799 reactions and 888 catalyst types from USPTO. Task: Predict which catalyst facilitates the given reaction. (1) Reactant: [Cl:1][C:2]1[CH:3]=[C:4]2[C:10]([C:11]3[N:16]=[C:15]([NH:17][CH2:18][CH:19]4[CH2:24][C:23]([F:26])([F:25])[CH2:22][CH2:21][NH:20]4)[C:14]([F:27])=[CH:13][N:12]=3)=[CH:9][NH:8][C:5]2=[N:6][CH:7]=1.ClC1C=C2C(C3N=C(NCC4CC(F)(F)CCN4C(OC(C)(C)C)=O)C(F)=CN=3)=CNC2=NC=1.CCN(C(C)C)C(C)C.[CH3:71][O:72][CH2:73][CH2:74][C:75](Cl)=[O:76]. Product: [Cl:1][C:2]1[CH:3]=[C:4]2[C:10]([C:11]3[N:16]=[C:15]([NH:17][CH2:18][CH:19]4[CH2:24][C:23]([F:26])([F:25])[CH2:22][CH2:21][N:20]4[C:75](=[O:76])[CH2:74][CH2:73][O:72][CH3:71])[C:14]([F:27])=[CH:13][N:12]=3)=[CH:9][NH:8][C:5]2=[N:6][CH:7]=1. The catalyst class is: 59. (2) Reactant: [I:1][C:2]1[CH:3]=[CH:4][C:5]([NH:12][C:13](=[O:19])[CH2:14][C:15]([O:17][CH3:18])=[O:16])=[C:6]([CH:11]=1)[C:7]([O:9]C)=O.C[O-].[Na+].Cl. Product: [OH:9][C:7]1[C:6]2[C:5](=[CH:4][CH:3]=[C:2]([I:1])[CH:11]=2)[NH:12][C:13](=[O:19])[C:14]=1[C:15]([O:17][CH3:18])=[O:16]. The catalyst class is: 1.